Dataset: Reaction yield outcomes from USPTO patents with 853,638 reactions. Task: Predict the reaction yield, written as a fraction of the theoretical maximum amount of product (1.0 means a 100% yield; for example, 0.34 means a 34% yield). (1) The reactants are [CH3:1][C:2]([Si:5](Cl)([CH3:7])[CH3:6])([CH3:4])[CH3:3].[OH:9][CH:10]([C:13]1[N:14]([C:22]([O:24][C:25]([CH3:28])([CH3:27])[CH3:26])=[O:23])[C:15]2[C:20]([CH:21]=1)=[CH:19][CH:18]=[CH:17][CH:16]=2)[CH2:11][OH:12].N1C=CN=C1. The catalyst is ClCCl. The product is [Si:5]([O:12][CH2:11][CH:10]([C:13]1[N:14]([C:22]([O:24][C:25]([CH3:28])([CH3:27])[CH3:26])=[O:23])[C:15]2[C:20]([CH:21]=1)=[CH:19][CH:18]=[CH:17][CH:16]=2)[OH:9])([C:2]([CH3:4])([CH3:3])[CH3:1])([CH3:7])[CH3:6]. The yield is 0.180. (2) The reactants are OC(C(F)(F)F)=O.[NH2:8][C@@H:9]([CH2:27][CH:28]1[CH2:30][CH2:29]1)[C:10]([NH:12][C@@H:13]([CH2:20][C:21]1[CH:26]=[CH:25][CH:24]=[CH:23][CH:22]=1)[C:14]([C@@:16]1([CH3:19])[CH2:18][O:17]1)=[O:15])=[O:11].[C:31]([O:35][C:36]([NH:38][C@@H:39]([CH3:43])[C:40](O)=[O:41])=[O:37])([CH3:34])([CH3:33])[CH3:32].CN(C(ON1N=NC2C=CC=NC1=2)=[N+](C)C)C.F[P-](F)(F)(F)(F)F.CCN(C(C)C)C(C)C. The catalyst is CN(C=O)C. The product is [CH:28]1([CH2:27][C@H:9]([NH:8][C:40](=[O:41])[C@@H:39]([NH:38][C:36](=[O:37])[O:35][C:31]([CH3:33])([CH3:32])[CH3:34])[CH3:43])[C:10]([NH:12][C@@H:13]([CH2:20][C:21]2[CH:26]=[CH:25][CH:24]=[CH:23][CH:22]=2)[C:14]([C@@:16]2([CH3:19])[CH2:18][O:17]2)=[O:15])=[O:11])[CH2:30][CH2:29]1. The yield is 0.490. (3) The reactants are Br[C:2]1[CH:7]=[CH:6][C:5]([OH:8])=[CH:4][CH:3]=1.[CH3:9][NH:10][C:11]1[CH:12]=[C:13]([CH3:17])[CH:14]=[CH:15][CH:16]=1. No catalyst specified. The product is [CH3:9][N:10]([C:11]1[CH:12]=[C:13]([CH3:17])[CH:14]=[CH:15][CH:16]=1)[C:2]1[CH:7]=[CH:6][C:5]([OH:8])=[CH:4][CH:3]=1. The yield is 0.530. (4) The reactants are [H-].[Na+].[CH2:3](Br)[CH:4]=[CH2:5].[Cl:7][C:8]1[CH:9]=[C:10]([NH:14][CH:15]2[CH2:20][CH2:19][CH2:18][N:17]([C:21]([O:23][C:24]([CH3:27])([CH3:26])[CH3:25])=[O:22])[CH2:16]2)[CH:11]=[CH:12][CH:13]=1. The catalyst is CN(C=O)C. The product is [CH2:3]([N:14]([C:10]1[CH:11]=[CH:12][CH:13]=[C:8]([Cl:7])[CH:9]=1)[CH:15]1[CH2:20][CH2:19][CH2:18][N:17]([C:21]([O:23][C:24]([CH3:27])([CH3:26])[CH3:25])=[O:22])[CH2:16]1)[CH:4]=[CH2:5]. The yield is 0.290.